Dataset: NCI-60 drug combinations with 297,098 pairs across 59 cell lines. Task: Regression. Given two drug SMILES strings and cell line genomic features, predict the synergy score measuring deviation from expected non-interaction effect. (1) Drug 1: COC1=C(C=C2C(=C1)N=CN=C2NC3=CC(=C(C=C3)F)Cl)OCCCN4CCOCC4. Drug 2: CC=C1C(=O)NC(C(=O)OC2CC(=O)NC(C(=O)NC(CSSCCC=C2)C(=O)N1)C(C)C)C(C)C. Cell line: SR. Synergy scores: CSS=80.0, Synergy_ZIP=2.64, Synergy_Bliss=3.74, Synergy_Loewe=-1.38, Synergy_HSA=5.26. (2) Drug 1: CC1=C(C=C(C=C1)C(=O)NC2=CC(=CC(=C2)C(F)(F)F)N3C=C(N=C3)C)NC4=NC=CC(=N4)C5=CN=CC=C5. Drug 2: N.N.Cl[Pt+2]Cl. Cell line: CCRF-CEM. Synergy scores: CSS=43.7, Synergy_ZIP=1.91, Synergy_Bliss=2.31, Synergy_Loewe=-1.10, Synergy_HSA=4.07. (3) Drug 1: CN(C)N=NC1=C(NC=N1)C(=O)N. Drug 2: CC12CCC3C(C1CCC2O)C(CC4=C3C=CC(=C4)O)CCCCCCCCCS(=O)CCCC(C(F)(F)F)(F)F. Cell line: SK-MEL-2. Synergy scores: CSS=-1.14, Synergy_ZIP=1.85, Synergy_Bliss=-1.09, Synergy_Loewe=-6.23, Synergy_HSA=-4.24. (4) Drug 1: CCC1=C2CN3C(=CC4=C(C3=O)COC(=O)C4(CC)O)C2=NC5=C1C=C(C=C5)O. Drug 2: C1CN(P(=O)(OC1)NCCCl)CCCl. Cell line: HCC-2998. Synergy scores: CSS=18.1, Synergy_ZIP=-4.28, Synergy_Bliss=2.68, Synergy_Loewe=-13.0, Synergy_HSA=0.949. (5) Drug 1: CC12CCC(CC1=CCC3C2CCC4(C3CC=C4C5=CN=CC=C5)C)O. Synergy scores: CSS=46.0, Synergy_ZIP=-3.56, Synergy_Bliss=-4.20, Synergy_Loewe=-2.63, Synergy_HSA=-0.486. Drug 2: CC1C(C(CC(O1)OC2CC(CC3=C2C(=C4C(=C3O)C(=O)C5=CC=CC=C5C4=O)O)(C(=O)C)O)N)O. Cell line: LOX IMVI.